The task is: Predict the product of the given reaction.. This data is from Forward reaction prediction with 1.9M reactions from USPTO patents (1976-2016). (1) Given the reactants [F:1][C:2]1[CH:7]=[CH:6][C:5]([NH:8][C:9]2[C:17]3[C:16]4[CH2:18][NH:19][CH2:20][CH2:21][C:15]=4[NH:14][C:13]=3[N:12]=[CH:11][CH:10]=2)=[CH:4][CH:3]=1.[C:22](OC(=O)C)(=[O:24])[CH3:23].C(N(CC)CC)C, predict the reaction product. The product is: [F:1][C:2]1[CH:3]=[CH:4][C:5]([NH:8][C:9]2[C:17]3[C:16]4[CH2:18][N:19]([C:22](=[O:24])[CH3:23])[CH2:20][CH2:21][C:15]=4[NH:14][C:13]=3[N:12]=[CH:11][CH:10]=2)=[CH:6][CH:7]=1. (2) Given the reactants [CH:1]1([CH2:4][CH2:5][C:6]2[CH:12]=[CH:11][C:9]([NH2:10])=[CH:8][CH:7]=2)[CH2:3][CH2:2]1.[N:13]([C:16]1[NH:17][CH:18]=[CH:19][C:20]=1[C:21](OCC)=[O:22])=[C:14]=[S:15].[O-]CC.[Na+].C(O)C, predict the reaction product. The product is: [CH:1]1([CH2:4][CH2:5][C:6]2[CH:7]=[CH:8][C:9]([N:10]3[C:21](=[O:22])[C:20]4[CH:19]=[CH:18][NH:17][C:16]=4[NH:13][C:14]3=[S:15])=[CH:11][CH:12]=2)[CH2:3][CH2:2]1. (3) Given the reactants [CH3:1][NH:2][C:3]([C:5]1[C:9]2[C:10]([CH3:22])([CH3:21])[CH:11](CC)[C:12]3[CH:13]=[N:14][C:15](N)=[N:16][C:17]=3[C:8]=2[N:7]([CH3:23])[N:6]=1)=[O:4].[I-:24].[Cs+].II.N(OCCC(C)C)=O, predict the reaction product. The product is: [CH3:1][NH:2][C:3]([C:5]1[C:9]2[C:10]([CH3:22])([CH3:21])[CH2:11][C:12]3[CH:13]=[N:14][C:15]([I:24])=[N:16][C:17]=3[C:8]=2[N:7]([CH3:23])[N:6]=1)=[O:4]. (4) Given the reactants C[N:2]1[C:7]2[CH:8]=[CH:9][S:10][C:6]=2[C:5](=[O:11])O[C:3]1=O.C(O)C.Cl.[NH2:17][C@H:18]([C:20]1[CH:29]=[CH:28][C:23]([C:24]([O:26][CH3:27])=[O:25])=[CH:22][CH:21]=1)[CH3:19].C(O)(=O)CC(CC(O)=O)(C(O)=O)O, predict the reaction product. The product is: [CH3:3][NH:2][C:7]1[CH:8]=[CH:9][S:10][C:6]=1[C:5]([NH:17][C@H:18]([C:20]1[CH:29]=[CH:28][C:23]([C:24]([O:26][CH3:27])=[O:25])=[CH:22][CH:21]=1)[CH3:19])=[O:11]. (5) Given the reactants C(=[N:14][CH:15]([C:17]1[C:18]([Cl:33])=[C:19]2[C:23](=[CH:24][CH:25]=1)[N:22]([C:26]([O:28][C:29]([CH3:32])([CH3:31])[CH3:30])=[O:27])[CH:21]=[CH:20]2)[CH3:16])(C1C=CC=CC=1)C1C=CC=CC=1.Cl.NO, predict the reaction product. The product is: [NH2:14][CH:15]([C:17]1[C:18]([Cl:33])=[C:19]2[C:23](=[CH:24][CH:25]=1)[N:22]([C:26]([O:28][C:29]([CH3:32])([CH3:31])[CH3:30])=[O:27])[CH:21]=[CH:20]2)[CH3:16]. (6) Given the reactants [CH:1]1([CH2:6][OH:7])[CH2:5][CH2:4][CH2:3][CH2:2]1.C(N(CC)CC)C.[S:15](Cl)([CH3:18])(=[O:17])=[O:16], predict the reaction product. The product is: [S:15]([O:7][CH2:6][CH:1]1[CH2:5][CH2:4][CH2:3][CH2:2]1)([CH3:18])(=[O:17])=[O:16]. (7) The product is: [CH3:9][O:8][C:6]1[CH:5]=[CH:4][N:3]2[CH:11]=[C:12]([C:13]([O:15][CH2:16][CH3:17])=[O:14])[N:1]=[C:2]2[CH:7]=1. Given the reactants [NH2:1][C:2]1[CH:7]=[C:6]([O:8][CH3:9])[CH:5]=[CH:4][N:3]=1.Br[CH2:11][C:12](=O)[C:13]([O:15][CH2:16][CH3:17])=[O:14], predict the reaction product. (8) Given the reactants C(OC(=O)[NH:7][C:8]1[CH:13]=[C:12]([N:14]([CH3:18])[CH2:15][CH2:16][CH3:17])[C:11]([C:19]([F:22])([F:21])[F:20])=[CH:10][C:9]=1[NH:23][C:24](=[O:39])[CH2:25][C:26](=O)[C:27]1[CH:32]=[CH:31][CH:30]=[C:29]([N:33]2[CH:37]=[CH:36][N:35]=[N:34]2)[CH:28]=1)(C)(C)C.C(O)(C(F)(F)F)=O, predict the reaction product. The product is: [CH3:18][N:14]([CH2:15][CH2:16][CH3:17])[C:12]1[C:11]([C:19]([F:20])([F:22])[F:21])=[CH:10][C:9]2[NH:23][C:24](=[O:39])[CH2:25][C:26]([C:27]3[CH:32]=[CH:31][CH:30]=[C:29]([N:33]4[CH:37]=[CH:36][N:35]=[N:34]4)[CH:28]=3)=[N:7][C:8]=2[CH:13]=1.